Dataset: Forward reaction prediction with 1.9M reactions from USPTO patents (1976-2016). Task: Predict the product of the given reaction. (1) Given the reactants C([O:3][C:4](=[O:17])[C:5]1[CH:10]=[C:9]([C:11]([F:14])([F:13])[F:12])[CH:8]=[C:7]([Cl:15])[C:6]=1[NH2:16])C.NC1C(Cl)=C(C=O)C(C(F)(F)F)=CC=1C(O)=O.[OH-].[Na+], predict the reaction product. The product is: [NH2:16][C:6]1[C:7]([Cl:15])=[CH:8][C:9]([C:11]([F:14])([F:12])[F:13])=[CH:10][C:5]=1[C:4]([OH:17])=[O:3]. (2) Given the reactants [C:1]1([C:17]2[CH:22]=[CH:21][CH:20]=[CH:19][CH:18]=2)[CH:6]=[CH:5][CH:4]=[C:3]([NH:7][C:8](=[O:16])[CH2:9][CH:10]2[CH2:15][CH2:14][NH:13][CH2:12][CH2:11]2)[CH:2]=1.[C:23](Cl)(=[O:25])[CH3:24], predict the reaction product. The product is: [C:23]([N:13]1[CH2:14][CH2:15][CH:10]([CH2:9][C:8]([NH:7][C:3]2[CH:2]=[C:1]([C:17]3[CH:18]=[CH:19][CH:20]=[CH:21][CH:22]=3)[CH:6]=[CH:5][CH:4]=2)=[O:16])[CH2:11][CH2:12]1)(=[O:25])[CH3:24].